This data is from Rat liver microsome stability data. The task is: Regression/Classification. Given a drug SMILES string, predict its absorption, distribution, metabolism, or excretion properties. Task type varies by dataset: regression for continuous measurements (e.g., permeability, clearance, half-life) or binary classification for categorical outcomes (e.g., BBB penetration, CYP inhibition). Dataset: rlm. The result is 1 (stable in rat liver microsomes). The molecule is CSc1nc(N)cc(Oc2ccc(-c3n[nH]c(Nc4cccc(C(F)(F)F)c4)n3)cc2)n1.